This data is from Reaction yield outcomes from USPTO patents with 853,638 reactions. The task is: Predict the reaction yield, written as a fraction of the theoretical maximum amount of product (1.0 means a 100% yield; for example, 0.34 means a 34% yield). (1) The catalyst is C(Cl)Cl. The yield is 1.00. The product is [C:1]([O:5][C:6](=[O:9])[CH2:7]/[N:8]=[CH:13]/[CH2:12][C:11]([CH3:15])([C:16]1[O:17][C:18]([CH3:21])=[CH:19][CH:20]=1)[CH3:10])([CH3:4])([CH3:3])[CH3:2]. The reactants are [C:1]([O:5][C:6](=[O:9])[CH2:7][NH2:8])([CH3:4])([CH3:3])[CH3:2].[CH3:10][C:11]([C:16]1[O:17][C:18]([CH3:21])=[CH:19][CH:20]=1)([CH3:15])[CH2:12][CH:13]=O. (2) The reactants are Cl[C:2]1[C:7]([CH3:8])=[CH:6][C:5]([N+:9]([O-:11])=[O:10])=[CH:4][N:3]=1.C(=O)([O-])[O-].[Na+].[Na+].[NH:18]1[CH2:27][CH2:26][CH:21]([C:22]([O:24][CH3:25])=[O:23])[CH2:20][CH2:19]1. The catalyst is CS(C)=O. The product is [CH3:8][C:7]1[C:2]([N:18]2[CH2:27][CH2:26][CH:21]([C:22]([O:24][CH3:25])=[O:23])[CH2:20][CH2:19]2)=[N:3][CH:4]=[C:5]([N+:9]([O-:11])=[O:10])[CH:6]=1. The yield is 0.870. (3) The reactants are [CH3:1][O:2][C:3]1[C:8]2[C:9](=O)[CH2:10][O:11][C:7]=2[CH:6]=[CH:5][CH:4]=1.C([O-])(=O)C.[Na+].Cl.[NH2:19][OH:20]. The catalyst is CCO. The product is [CH3:1][O:2][C:3]1[C:8]2[C:9](=[N:19][OH:20])[CH2:10][O:11][C:7]=2[CH:6]=[CH:5][CH:4]=1. The yield is 1.00. (4) The reactants are O[CH:2]=[C:3]1[C:11]2[C:6](=[CH:7][C:8]([C:12]([C:14]3[CH:19]=[CH:18][C:17]([NH:20][C:21]([C:23]4[N:24]([CH2:29][CH3:30])[N:25]=[C:26]([CH3:28])[CH:27]=4)=[O:22])=[CH:16][CH:15]=3)=[O:13])=[CH:9][CH:10]=2)[NH:5][C:4]1=[O:31].[NH:32]1[C:40]2[C:35](=[CH:36][CH:37]=[C:38]([NH2:41])[CH:39]=2)[CH:34]=[N:33]1. The catalyst is C1COCC1. The product is [NH:32]1[C:40]2[C:35](=[CH:36][CH:37]=[C:38]([NH:41][CH:2]=[C:3]3[C:11]4[C:6](=[CH:7][C:8]([C:12]([C:14]5[CH:15]=[CH:16][C:17]([NH:20][C:21]([C:23]6[N:24]([CH2:29][CH3:30])[N:25]=[C:26]([CH3:28])[CH:27]=6)=[O:22])=[CH:18][CH:19]=5)=[O:13])=[CH:9][CH:10]=4)[NH:5][C:4]3=[O:31])[CH:39]=2)[CH:34]=[N:33]1. The yield is 0.160. (5) The reactants are [CH3:1][CH2:2][C:3]1[C:21]2=[N:22][C:5](=[CH:6][C:7]3[NH:11][C:10]([CH:12]=[C:13]4[CH:34]([CH3:35])[CH:33]([CH2:36][CH2:37][C:38]([O:40]C)=[O:39])[C:15]([C:16]5[CH:27]([C:28]([O:30]C)=[O:29])[C:25](=[O:26])[C:24]6[C:17]=5[NH:18][C:19]([C:23]=6[CH3:32])=[CH:20]2)=[N:14]4)=[C:9]([CH3:42])[C:8]=3[CH:43]=[CH2:44])[C:4]=1[CH3:45].CC(C)=O.[OH-:50].[K+].Cl. The catalyst is O.CO.C(Cl)Cl. The product is [CH3:1][CH2:2][C:3]1[C:21]2[N:22]=[C:5]([CH:6]=[C:7]3[C:8]([CH:43]=[CH2:44])=[C:9]([CH3:42])[C:10](=[CH:12][C:13]4[C@@H:34]([CH3:35])[C@H:33]([CH2:36][CH2:37][C:38]([OH:40])=[O:39])[C:15](=[C:16]([CH2:27][C:28]([OH:30])=[O:29])[C:17]5[NH:18][C:19]([CH:20]=2)=[C:23]([CH3:32])[C:24]=5[C:25]([OH:26])=[O:50])[N:14]=4)[NH:11]3)[C:4]=1[CH3:45]. The yield is 0.750. (6) The reactants are [Cl:1][C:2]1[N:10](CC=C)[C:9]2[C:8](=[O:14])[NH:7][C:6](=[O:15])[N:5]([CH2:16][CH2:17][CH2:18][CH2:19][CH3:20])[C:4]=2[N:3]=1.[C:21]1([CH2:27][C:28]2[O:32][N:31]=[C:30]([CH2:33][CH2:34][CH2:35]O)[N:29]=2)[CH:26]=[CH:25][CH:24]=[CH:23][CH:22]=1.C1C=CC(COC(/N=N/C(OCC2C=CC=CC=2)=O)=O)=CC=1.C1(P(C2C=CC=CC=2)C2C=CC=CC=2)C=CC=CC=1.N1CCOCC1. The catalyst is C1COCC1.C1C=CC([P]([Pd]([P](C2C=CC=CC=2)(C2C=CC=CC=2)C2C=CC=CC=2)([P](C2C=CC=CC=2)(C2C=CC=CC=2)C2C=CC=CC=2)[P](C2C=CC=CC=2)(C2C=CC=CC=2)C2C=CC=CC=2)(C2C=CC=CC=2)C2C=CC=CC=2)=CC=1. The product is [Cl:1][C:2]1[NH:10][C:9]2[C:8](=[O:14])[N:7]([CH2:35][CH2:34][CH2:33][C:30]3[N:29]=[C:28]([CH2:27][C:21]4[CH:26]=[CH:25][CH:24]=[CH:23][CH:22]=4)[O:32][N:31]=3)[C:6](=[O:15])[N:5]([CH2:16][CH2:17][CH2:18][CH2:19][CH3:20])[C:4]=2[N:3]=1. The yield is 0.200.